From a dataset of Reaction yield outcomes from USPTO patents with 853,638 reactions. Predict the reaction yield, written as a fraction of the theoretical maximum amount of product (1.0 means a 100% yield; for example, 0.34 means a 34% yield). The reactants are Br[C:2]1[CH:3]=[C:4]([C:19]([O:21][CH3:22])=[O:20])[CH:5]=[C:6]2[C:11]=1[O:10][C:9]([N:12]1[CH2:17][CH2:16][O:15][CH2:14][CH2:13]1)=[CH:8][C:7]2=[O:18].[C:23]([O:27][C:28]([N:30]1[CH:34]=[CH:33][CH:32]=[C:31]1B(O)O)=[O:29])([CH3:26])([CH3:25])[CH3:24].C([O-])([O-])=O.[Na+].[Na+]. The catalyst is COCCOC.O.Cl[Pd](Cl)([P](C1C=CC=CC=1)(C1C=CC=CC=1)C1C=CC=CC=1)[P](C1C=CC=CC=1)(C1C=CC=CC=1)C1C=CC=CC=1. The product is [CH3:22][O:21][C:19]([C:4]1[CH:5]=[C:6]2[C:11](=[C:2]([C:31]3[N:30]([C:28]([O:27][C:23]([CH3:26])([CH3:25])[CH3:24])=[O:29])[CH:34]=[CH:33][CH:32]=3)[CH:3]=1)[O:10][C:9]([N:12]1[CH2:17][CH2:16][O:15][CH2:14][CH2:13]1)=[CH:8][C:7]2=[O:18])=[O:20]. The yield is 0.700.